This data is from Reaction yield outcomes from USPTO patents with 853,638 reactions. The task is: Predict the reaction yield, written as a fraction of the theoretical maximum amount of product (1.0 means a 100% yield; for example, 0.34 means a 34% yield). (1) The reactants are [F:1][C:2]1[CH:3]=[CH:4][C:5]([N+:11]([O-:13])=[O:12])=[C:6]([CH:10]=1)[C:7](O)=[O:8].Cl.CN.C[CH2:18][N:19]=C=NCCCN(C)C.C1C=CC2N(O)N=NC=2C=1.C(N(CC)CC)C. The catalyst is CN(C=O)C.C(OCC)(=O)C. The product is [F:1][C:2]1[CH:3]=[CH:4][C:5]([N+:11]([O-:13])=[O:12])=[C:6]([CH:10]=1)[C:7]([NH:19][CH3:18])=[O:8]. The yield is 0.900. (2) The reactants are [NH2:1][C@@H:2]([CH:6]1[CH2:10][CH2:9]CC1)[C:3]([OH:5])=[O:4].[OH-].[Na+].[CH:13](=O)[C:14]1[CH:19]=[CH:18][CH:17]=[CH:16][CH:15]=1.[BH4-].[Na+]. The catalyst is O. The product is [CH2:13]([NH:1][C@@H:2]([CH:6]1[CH2:10][CH2:9]1)[C:3]([OH:5])=[O:4])[C:14]1[CH:19]=[CH:18][CH:17]=[CH:16][CH:15]=1. The yield is 0.590. (3) The reactants are [NH:1]1[C:9]2[C:4](=[CH:5][CH:6]=[CH:7][CH:8]=2)[CH2:3][C:2]1=[O:10].[CH3:11][C:12]1[C:16]([CH2:17][CH2:18][CH2:19][N:20]2[CH2:25][CH2:24][O:23][CH2:22][CH2:21]2)=[C:15]([CH3:26])[NH:14][C:13]=1[CH:27]=O. The catalyst is N1CCCC1.C(O)C. The product is [CH3:11][C:12]1[C:16]([CH2:17][CH2:18][CH2:19][N:20]2[CH2:21][CH2:22][O:23][CH2:24][CH2:25]2)=[C:15]([CH3:26])[NH:14][C:13]=1[CH:27]=[C:3]1[C:4]2[C:9](=[CH:8][CH:7]=[CH:6][CH:5]=2)[NH:1][C:2]1=[O:10]. The yield is 0.850. (4) The reactants are [CH2:1]([O:8][C:9]1[CH:14]=[CH:13][C:12]([C:15]2[CH:20]=[CH:19][C:18](/[CH:21]=[CH:22]/[C:23]3[NH:24][CH:25]=[C:26]([C:28]4[CH:33]=[CH:32][C:31]([Cl:34])=[CH:30][C:29]=4[Cl:35])[N:27]=3)=[CH:17][CH:16]=2)=[CH:11][C:10]=1[F:36])[C:2]1[CH:7]=[CH:6][CH:5]=[CH:4][CH:3]=1.[CH2:37](Br)[CH3:38]. No catalyst specified. The product is [CH2:1]([O:8][C:9]1[CH:14]=[CH:13][C:12]([C:15]2[CH:16]=[CH:17][C:18](/[CH:21]=[CH:22]/[C:23]3[N:24]([CH2:37][CH3:38])[CH:25]=[C:26]([C:28]4[CH:33]=[CH:32][C:31]([Cl:34])=[CH:30][C:29]=4[Cl:35])[N:27]=3)=[CH:19][CH:20]=2)=[CH:11][C:10]=1[F:36])[C:2]1[CH:3]=[CH:4][CH:5]=[CH:6][CH:7]=1. The yield is 0.710. (5) The reactants are [CH3:1][C:2]([CH3:9])=[CH:3][CH2:4][CH2:5][C:6](=[O:8])[CH3:7].[C:10]([Mg]Br)([CH3:12])=[CH2:11].[Cl-].[NH4+]. The catalyst is C1COCC1. The product is [CH3:7][C:6]([OH:8])([CH2:5][CH2:4][CH:3]=[C:2]([CH3:9])[CH3:1])[C:11]#[C:10][CH3:12]. The yield is 0.740. (6) The reactants are [CH3:1][C:2]1[NH:3][C:4]2[CH2:5][CH2:6][CH2:7][C:8](=[O:26])[C:9]=2[C:10]=1[CH2:11][C:12]1[CH:17]=[CH:16][CH:15]=[CH:14][C:13]=1[S:18]([N:21]1[CH2:25][CH2:24][CH2:23][CH2:22]1)(=[O:20])=[O:19].Br[CH2:28][C:29]([O:31][CH2:32][CH3:33])=[O:30].C(=O)([O-])[O-].[K+].[K+].[I-].[K+]. The catalyst is C(#N)C.C(OCC)(=O)C. The product is [CH3:1][C:2]1[N:3]([CH2:28][C:29]([O:31][CH2:32][CH3:33])=[O:30])[C:4]2[CH2:5][CH2:6][CH2:7][C:8](=[O:26])[C:9]=2[C:10]=1[CH2:11][C:12]1[CH:17]=[CH:16][CH:15]=[CH:14][C:13]=1[S:18]([N:21]1[CH2:22][CH2:23][CH2:24][CH2:25]1)(=[O:20])=[O:19]. The yield is 0.750. (7) The reactants are [F:1][C:2]([F:26])([C:19]1[CH:24]=[CH:23][C:22]([F:25])=[CH:21][N:20]=1)[C:3]1[N:12]=[C:11](O)[C:10]2[C:5](=[C:6]([O:14][C:15]([F:18])([F:17])[F:16])[CH:7]=[CH:8][CH:9]=2)[N:4]=1.P(Br)(Br)(Br)=O.CCN(C(C)C)C(C)C.[CH3:41][C:42]1[NH:46][N:45]=[C:44]([NH2:47])[CH:43]=1. The catalyst is CN(C=O)C.C1(C)C=CC=CC=1. The product is [F:1][C:2]([F:26])([C:19]1[CH:24]=[CH:23][C:22]([F:25])=[CH:21][N:20]=1)[C:3]1[N:12]=[C:11]([NH:47][C:44]2[CH:43]=[C:42]([CH3:41])[NH:46][N:45]=2)[C:10]2[C:5](=[C:6]([O:14][C:15]([F:18])([F:17])[F:16])[CH:7]=[CH:8][CH:9]=2)[N:4]=1. The yield is 0.330.